Dataset: Catalyst prediction with 721,799 reactions and 888 catalyst types from USPTO. Task: Predict which catalyst facilitates the given reaction. (1) Reactant: Br[C:2]1[C:3]([F:14])=[CH:4][N:5]=[C:6]2[C:11]=1[N:10]=[C:9]([O:12][CH3:13])[CH:8]=[CH:7]2.C(=O)([O-])O.[Na+].[H][H]. Product: [F:14][C:3]1[CH:2]=[C:11]2[C:6]([CH:7]=[CH:8][C:9]([O:12][CH3:13])=[N:10]2)=[N:5][CH:4]=1. The catalyst class is: 19. (2) Reactant: [O:1]1[C:5]2[CH:6]=[CH:7][C:8]([CH:10](O)[CH3:11])=[CH:9][C:4]=2[O:3][CH2:2]1.S(Cl)([Cl:15])=O. Product: [Cl:15][CH:10]([C:8]1[CH:7]=[CH:6][C:5]2[O:1][CH2:2][O:3][C:4]=2[CH:9]=1)[CH3:11]. The catalyst class is: 2. (3) Reactant: [CH2:1]([O:8][C:9](=[O:23])[CH2:10][C@H:11]([NH:15][C:16]([O:18][C:19]([CH3:22])([CH3:21])[CH3:20])=[O:17])[C:12]([OH:14])=O)[C:2]1[CH:7]=[CH:6][CH:5]=[CH:4][CH:3]=1.CCN(C(C)C)C(C)C.[NH2:33][C@H:34]([CH2:48][CH2:49][C:50]1[CH:55]=[CH:54][C:53]([C:56]([F:59])([F:58])[F:57])=[CH:52][CH:51]=1)[C:35]([NH:37][C:38]1[CH:39]=[C:40]2[C:45](=[CH:46][CH:47]=1)[N:44]=[CH:43][CH:42]=[CH:41]2)=[O:36].CN(C(ON1N=NC2C=CC=CC1=2)=[N+](C)C)C.[B-](F)(F)(F)F. Product: [C:19]([O:18][C:16]([NH:15][C@H:11]([C:12](=[O:14])[NH:33][C@@H:34]([C:35](=[O:36])[NH:37][C:38]1[CH:39]=[C:40]2[C:45](=[CH:46][CH:47]=1)[N:44]=[CH:43][CH:42]=[CH:41]2)[CH2:48][CH2:49][C:50]1[CH:55]=[CH:54][C:53]([C:56]([F:59])([F:58])[F:57])=[CH:52][CH:51]=1)[CH2:10][C:9]([O:8][CH2:1][C:2]1[CH:3]=[CH:4][CH:5]=[CH:6][CH:7]=1)=[O:23])=[O:17])([CH3:22])([CH3:21])[CH3:20]. The catalyst class is: 2. (4) Reactant: [F:1][C:2]([F:16])([F:15])[C:3]([NH:5][CH2:6][CH2:7][CH2:8][C:9]1[CH:14]=[CH:13][CH:12]=[CH:11][CH:10]=1)=[O:4].[Cl:17][S:18](O)(=[O:20])=[O:19].O. Product: [F:1][C:2]([F:15])([F:16])[C:3]([NH:5][CH2:6][CH2:7][CH2:8][C:9]1[CH:14]=[CH:13][C:12]([S:18]([Cl:17])(=[O:20])=[O:19])=[CH:11][CH:10]=1)=[O:4]. The catalyst class is: 22. (5) Reactant: [Cl:1][C:2]1[C:3]([C:14](OCC)=[O:15])=[N:4][CH:5]=[C:6]([O:8][CH2:9][CH2:10][CH2:11][CH2:12][CH3:13])[CH:7]=1.[BH4-].[Na+].O. Product: [Cl:1][C:2]1[C:3]([CH2:14][OH:15])=[N:4][CH:5]=[C:6]([O:8][CH2:9][CH2:10][CH2:11][CH2:12][CH3:13])[CH:7]=1. The catalyst class is: 351. (6) Reactant: [N:1]1([CH:6]2[CH2:11][CH2:10][NH:9][CH2:8][CH2:7]2)[CH2:5][CH2:4][CH2:3][CH2:2]1.[S:12](N)([NH2:15])(=[O:14])=[O:13]. Product: [N:1]1([CH:6]2[CH2:11][CH2:10][N:9]([S:12]([NH2:15])(=[O:14])=[O:13])[CH2:8][CH2:7]2)[CH2:5][CH2:4][CH2:3][CH2:2]1. The catalyst class is: 12.